This data is from Full USPTO retrosynthesis dataset with 1.9M reactions from patents (1976-2016). The task is: Predict the reactants needed to synthesize the given product. (1) Given the product [C:1]([N:4]1[C:12]2[C:7](=[CH:8][C:9]([NH:13][C:31]([C:30]3[CH:34]=[CH:35][C:27]([C:26]([O:25][CH3:24])=[O:36])=[CH:28][CH:29]=3)=[O:32])=[CH:10][CH:11]=2)[C:6]([C:14]2[CH:19]=[CH:18][CH:17]=[CH:16][CH:15]=2)=[N:5]1)(=[O:3])[CH3:2], predict the reactants needed to synthesize it. The reactants are: [C:1]([N:4]1[C:12]2[C:7](=[CH:8][C:9]([NH2:13])=[CH:10][CH:11]=2)[C:6]([C:14]2[CH:19]=[CH:18][CH:17]=[CH:16][CH:15]=2)=[N:5]1)(=[O:3])[CH3:2].ClCCl.Cl.[CH3:24][O:25][C:26](=[O:36])[C:27]1[CH:35]=[CH:34][C:30]([C:31](O)=[O:32])=[CH:29][CH:28]=1. (2) Given the product [CH:1]1([C:4]2[CH:9]=[CH:8][N:7]=[CH:6][C:5]=2[N:10]2[CH2:14][CH2:13][N:12]([C:21]3[CH:20]=[C:19]([Cl:24])[N:18]=[C:17]([Cl:16])[CH:22]=3)[C:11]2=[O:15])[CH2:3][CH2:2]1, predict the reactants needed to synthesize it. The reactants are: [CH:1]1([C:4]2[CH:9]=[CH:8][N:7]=[CH:6][C:5]=2[N:10]2[CH2:14][CH2:13][NH:12][C:11]2=[O:15])[CH2:3][CH2:2]1.[Cl:16][C:17]1[CH:22]=[C:21](I)[CH:20]=[C:19]([Cl:24])[N:18]=1.[C@@H]1(N)CCCC[C@H]1N.P([O-])([O-])([O-])=O.[K+].[K+].[K+]. (3) Given the product [OH:34][C:21]1[C:20](=[O:19])[N:9]([C:10]2[N:11]=[N:12][C:13]([CH3:16])=[CH:14][CH:15]=2)[CH:7]([C:4]2[CH:3]=[CH:2][N:1]=[CH:6][CH:5]=2)[C:22]=1[C:23](=[O:24])[C:25]1[CH:30]=[CH:29][C:28]([CH:31]([CH3:33])[CH3:32])=[CH:27][CH:26]=1, predict the reactants needed to synthesize it. The reactants are: [N:1]1[CH:6]=[CH:5][C:4]([CH:7]=O)=[CH:3][CH:2]=1.[NH2:9][C:10]1[N:11]=[N:12][C:13]([CH3:16])=[CH:14][CH:15]=1.C([O:19][C:20](=O)[C:21]([OH:34])=[CH:22][C:23]([C:25]1[CH:30]=[CH:29][C:28]([CH:31]([CH3:33])[CH3:32])=[CH:27][CH:26]=1)=[O:24])C. (4) Given the product [CH3:34][C:27]1[CH:28]=[C:29]([CH3:33])[CH:30]=[C:31]([CH3:32])[C:26]=1[S:23]([NH:21][CH:20]([CH2:22][NH:1][C:2]1[CH:7]=[CH:6][CH:5]=[CH:4][CH:3]=1)[C:19]([F:36])([F:18])[F:35])(=[O:24])=[O:25], predict the reactants needed to synthesize it. The reactants are: [NH2:1][C:2]1[CH:7]=[CH:6][CH:5]=[CH:4][CH:3]=1.C[Si]([N-][Si](C)(C)C)(C)C.[Na+].[F:18][C:19]([F:36])([F:35])[CH:20]1[CH2:22][N:21]1[S:23]([C:26]1[C:31]([CH3:32])=[CH:30][C:29]([CH3:33])=[CH:28][C:27]=1[CH3:34])(=[O:25])=[O:24]. (5) Given the product [CH:14]1([CH2:13][O:12][C:6]2[N:5]=[C:4]3[C:9]([N:10]=[C:2]([O:27][CH3:26])[N:3]3[CH:20]3[CH2:25][CH2:24][CH2:23][CH2:22][O:21]3)=[C:8]([NH2:11])[N:7]=2)[CH2:19][CH2:18][CH2:17][CH2:16][CH2:15]1, predict the reactants needed to synthesize it. The reactants are: Br[C:2]1[N:3]([CH:20]2[CH2:25][CH2:24][CH2:23][CH2:22][O:21]2)[C:4]2[C:9]([N:10]=1)=[C:8]([NH2:11])[N:7]=[C:6]([O:12][CH2:13][CH:14]1[CH2:19][CH2:18][CH2:17][CH2:16][CH2:15]1)[N:5]=2.[CH3:26][O-:27].[Na+]. (6) Given the product [Br:50][CH2:51][C:52]([CH3:56])([CH3:55])[CH2:53][NH:54][C:24]([C:23]1[CH:22]=[N:21][N:18]2[CH:19]=[CH:20][C:15]([N:11]3[CH2:12][CH2:13][CH2:14][C@@H:10]3[C:4]3[C:5]([O:8][CH3:9])=[N:6][CH:7]=[C:2]([F:1])[CH:3]=3)=[N:16][C:17]=12)=[O:26], predict the reactants needed to synthesize it. The reactants are: [F:1][C:2]1[CH:3]=[C:4]([C@H:10]2[CH2:14][CH2:13][CH2:12][N:11]2[C:15]2[CH:20]=[CH:19][N:18]3[N:21]=[CH:22][C:23]([C:24]([OH:26])=O)=[C:17]3[N:16]=2)[C:5]([O:8][CH3:9])=[N:6][CH:7]=1.CCN=C=NCCCN(C)C.C1C=CC2N(O)N=NC=2C=1.O.Br.[Br:50][CH2:51][C:52]([CH3:56])([CH3:55])[CH2:53][NH2:54].C(N(CC)CC)C. (7) Given the product [CH3:1][O:2][C:3](=[O:17])[CH2:4][N:5]([C:18](=[O:20])[CH3:19])[C:6]1[CH:11]=[C:10]([N+:12]([O-:14])=[O:13])[CH:9]=[CH:8][C:7]=1[C:15]#[N:16], predict the reactants needed to synthesize it. The reactants are: [CH3:1][O:2][C:3](=[O:17])[CH2:4][NH:5][C:6]1[CH:11]=[C:10]([N+:12]([O-:14])=[O:13])[CH:9]=[CH:8][C:7]=1[C:15]#[N:16].[C:18](Cl)(=[O:20])[CH3:19]. (8) Given the product [CH:2]1([CH2:1][O:8][C:9]2[CH:10]=[CH:11][C:12]([CH3:18])=[C:13]([B:15]([OH:16])[OH:17])[CH:14]=2)[CH2:7][CH2:6]1, predict the reactants needed to synthesize it. The reactants are: [CH2:1]([O:8][C:9]1[CH:10]=[CH:11][C:12]([CH3:18])=[C:13]([B:15]([OH:17])[OH:16])[CH:14]=1)[C:2]1[CH:7]=[CH:6]C=CC=1.ICC1CC1.